This data is from Catalyst prediction with 721,799 reactions and 888 catalyst types from USPTO. The task is: Predict which catalyst facilitates the given reaction. (1) Reactant: [NH2:1][C:2]1[CH:7]=[CH:6][CH:5]=[C:4]([Br:8])[N:3]=1.[CH2:9]([O:11][C:12]([N:14]=[C:15]=[S:16])=[O:13])[CH3:10]. Product: [Br:8][C:4]1[N:3]=[C:2]([NH:1][C:15]([NH:14][C:12]([O:11][CH2:9][CH3:10])=[O:13])=[S:16])[CH:7]=[CH:6][CH:5]=1. The catalyst class is: 2. (2) Reactant: [Cl:1][C:2]1[CH:3]=[N:4][CH:5]=[C:6]([Cl:8])[CH:7]=1.[Li+].CC([N-]C(C)C)C.[I:17]I. Product: [Cl:1][C:2]1[CH:3]=[N:4][CH:5]=[C:6]([Cl:8])[C:7]=1[I:17]. The catalyst class is: 1. (3) Reactant: [N:1]1[C:10]2[C:5](=[CH:6][CH:7]=[CH:8][C:9]=2[C:11]([NH:13][NH2:14])=[O:12])[CH:4]=[CH:3][CH:2]=1.C(N(CC)C(C)C)(C)C.[C:24]1([S:30](Cl)(=[O:32])=[O:31])[CH:29]=[CH:28][CH:27]=[CH:26][CH:25]=1. Product: [C:24]1([S:30]([NH:14][NH:13][C:11]([C:9]2[CH:8]=[CH:7][CH:6]=[C:5]3[C:10]=2[N:1]=[CH:2][CH:3]=[CH:4]3)=[O:12])(=[O:32])=[O:31])[CH:29]=[CH:28][CH:27]=[CH:26][CH:25]=1. The catalyst class is: 230. (4) Reactant: [Cl:1][C:2]1[CH:7]=[CH:6][C:5]([C@H:8]([NH:11][CH:12]=O)[CH2:9][CH3:10])=[C:4]([F:14])[C:3]=1[C:15]([C:17]1[CH:18]=[N:19][CH:20]=[CH:21][CH:22]=1)=[O:16].N1CCNCC1. Product: [Cl:1][C:2]1[C:3]([CH:15]([C:17]2[CH:18]=[N:19][CH:20]=[CH:21][CH:22]=2)[OH:16])=[C:4]([F:14])[C:5]([C@H:8]([NH:11][CH3:12])[CH2:9][CH3:10])=[CH:6][CH:7]=1. The catalyst class is: 1. (5) Reactant: [F:1][C:2]1[CH:7]=[CH:6][C:5]([C:8]2[NH:9][CH:10]=[C:11]([CH:19]=[CH:20][CH:21]=O)[C:12]=2[C:13]2[CH:18]=[CH:17][N:16]=[CH:15][CH:14]=2)=[CH:4][CH:3]=1.Cl.[CH3:24][NH:25][CH3:26].C([BH3-])#N.[Na+].C(=O)([O-])O.[Na+]. Product: [CH3:24][N:25]([CH3:26])[CH2:21][CH:20]=[CH:19][C:11]1[C:12]([C:13]2[CH:18]=[CH:17][N:16]=[CH:15][CH:14]=2)=[C:8]([C:5]2[CH:6]=[CH:7][C:2]([F:1])=[CH:3][CH:4]=2)[NH:9][CH:10]=1. The catalyst class is: 111.